The task is: Predict the reaction yield, written as a fraction of the theoretical maximum amount of product (1.0 means a 100% yield; for example, 0.34 means a 34% yield).. This data is from Reaction yield outcomes from USPTO patents with 853,638 reactions. (1) The reactants are [CH2:1]([NH:5][C:6](=[O:15])[C@@H:7]([OH:14])[C@@H:8]([NH2:13])[CH2:9][CH2:10][CH2:11][CH3:12])[CH2:2][CH2:3][CH3:4].[N:16]1([C:22]([NH:24][C:25]2([C:31](O)=[O:32])[CH2:30][CH2:29][CH2:28][CH2:27][CH2:26]2)=[O:23])[CH2:21][CH2:20][O:19][CH2:18][CH2:17]1.ON1C2C=CC=CC=2N=N1.C(N=C=NCCCN(C)C)C. The catalyst is ClCCl. The product is [OH:14][C@@H:7]([C@@H:8]([NH:13][C:31]([C:25]1([NH:24][C:22]([N:16]2[CH2:21][CH2:20][O:19][CH2:18][CH2:17]2)=[O:23])[CH2:26][CH2:27][CH2:28][CH2:29][CH2:30]1)=[O:32])[CH2:9][CH2:10][CH2:11][CH3:12])[C:6]([NH:5][CH2:1][CH2:2][CH2:3][CH3:4])=[O:15]. The yield is 0.890. (2) The reactants are [CH3:1][C:2]1[O:6][C:5]([CH:7]([NH2:13])[C:8]2([CH3:12])[CH2:11][O:10][CH2:9]2)=[CH:4][CH:3]=1.C([O:16][C:17]1[C:18](=[O:33])[C:19](=O)[C:20]=1[NH:21][C:22]1[CH:27]=[CH:26][CH:25]=[C:24]([CH:28]([OH:30])[CH3:29])[C:23]=1[OH:31])C. The catalyst is CO. The product is [OH:31][C:23]1[C:24]([CH:28]([OH:30])[CH3:29])=[CH:25][CH:26]=[CH:27][C:22]=1[NH:21][C:20]1[C:17](=[O:16])[C:18](=[O:33])[C:19]=1[NH:13][CH:7]([C:5]1[O:6][C:2]([CH3:1])=[CH:3][CH:4]=1)[C:8]1([CH3:12])[CH2:9][O:10][CH2:11]1. The yield is 0.250. (3) The reactants are [NH2:1][C:2]1[CH:18]=[CH:17][C:5]([O:6][C:7]2[CH:12]=[CH:11][N:10]=[C:9]([NH:13][CH2:14][CH2:15][OH:16])[CH:8]=2)=[CH:4][C:3]=1[F:19].N1C=CN=C1.[CH3:25][C:26]([Si:29](Cl)([CH3:31])[CH3:30])([CH3:28])[CH3:27]. The catalyst is CN(C=O)C. The product is [NH2:1][C:2]1[CH:18]=[CH:17][C:5]([O:6][C:7]2[CH:12]=[CH:11][N:10]=[C:9]([NH:13][CH2:14][CH2:15][O:16][Si:29]([C:26]([CH3:28])([CH3:27])[CH3:25])([CH3:31])[CH3:30])[CH:8]=2)=[CH:4][C:3]=1[F:19]. The yield is 0.670. (4) The reactants are [CH3:1][O:2][CH2:3][CH2:4][O:5][C:6]1[CH:7]=[C:8]2[C:12](=[C:13]([N:15]([CH3:25])[S:16]([C:19]3[CH:24]=[CH:23][CH:22]=[CH:21][N:20]=3)(=[O:18])=[O:17])[CH:14]=1)[NH:11][C:10]([C:26]1[S:27][CH:28]([CH2:31][C:32](O)=[O:33])[CH2:29][N:30]=1)=[CH:9]2.N1(O)C2C=CC=CC=2N=N1.Cl.CN(C)CCCN=C=NCC.[CH3:57][NH:58][CH2:59][CH2:60][OH:61]. The catalyst is O.CN(C)C=O. The product is [OH:61][CH2:60][CH2:59][N:58]([CH3:57])[C:32](=[O:33])[CH2:31][CH:28]1[S:27][C:26]([C:10]2[NH:11][C:12]3[C:8]([CH:9]=2)=[CH:7][C:6]([O:5][CH2:4][CH2:3][O:2][CH3:1])=[CH:14][C:13]=3[N:15]([CH3:25])[S:16]([C:19]2[CH:24]=[CH:23][CH:22]=[CH:21][N:20]=2)(=[O:17])=[O:18])=[N:30][CH2:29]1. The yield is 0.500.